From a dataset of Carcinogenicity classification data from Lagunin et al.. Regression/Classification. Given a drug SMILES string, predict its toxicity properties. Task type varies by dataset: regression for continuous values (e.g., LD50, hERG inhibition percentage) or binary classification for toxic/non-toxic outcomes (e.g., AMES mutagenicity, cardiotoxicity, hepatotoxicity). Dataset: carcinogens_lagunin. (1) The drug is O=S(=O)(O)c1ccc(/N=N/c2cc(S(=O)(=O)O)c3ccccc3c2O)c2ccccc12. The result is 0 (non-carcinogenic). (2) The compound is CC[C@@]1([C@@H]2O[C@@H]([C@H]3O[C@@](O)(CO)[C@H](C)C[C@@H]3C)C[C@@H]2C)CC[C@H]([C@]2(C)CC[C@]3(C[C@H](O)[C@@H](C)[C@@H]([C@@H](C)[C@@H](OC)[C@H](C)C(=O)O)O3)O2)O1. The result is 0 (non-carcinogenic). (3) The compound is COc1cc(=O)n(C)c2c(OCC(O)C(C)(C)O)cccc12. The result is 0 (non-carcinogenic). (4) The molecule is CN1CCc2cc3c(cc2[C@H]1[C@@H]1OC(=O)c2c1ccc1c2OCO1)OCO3. The result is 0 (non-carcinogenic). (5) The compound is CO[C@@]1(NC(=O)Cc2cccs2)C(=O)N2C(C(=O)O)=C(COC(N)=O)CS[C@@H]21. The result is 0 (non-carcinogenic). (6) The molecule is CCN(CC)CCCNC(=O)Cn1ncc(-c2ccccc2)c1-c1ccccc1. The result is 1 (carcinogenic).